From a dataset of Catalyst prediction with 721,799 reactions and 888 catalyst types from USPTO. Predict which catalyst facilitates the given reaction. Reactant: [N:1]1[C:6]2[NH:7][CH:8]=[CH:9][C:5]=2[C:4]([C:10]2[CH:11]=[C:12]([C:15]([OH:17])=O)[O:13][CH:14]=2)=[N:3][CH:2]=1.C1CN([P+](ON2N=NC3C=CC=CC2=3)(N2CCCC2)N2CCCC2)CC1.F[P-](F)(F)(F)(F)F.CN1CCOCC1.[F:58][C:59]([F:67])([F:66])[CH2:60][NH:61][CH2:62][CH:63]1[CH2:65][CH2:64]1. Product: [CH:63]1([CH2:62][N:61]([CH2:60][C:59]([F:67])([F:66])[F:58])[C:15]([C:12]2[O:13][CH:14]=[C:10]([C:4]3[C:5]4[CH:9]=[CH:8][NH:7][C:6]=4[N:1]=[CH:2][N:3]=3)[CH:11]=2)=[O:17])[CH2:65][CH2:64]1. The catalyst class is: 3.